From a dataset of Reaction yield outcomes from USPTO patents with 853,638 reactions. Predict the reaction yield, written as a fraction of the theoretical maximum amount of product (1.0 means a 100% yield; for example, 0.34 means a 34% yield). (1) The reactants are [H-].[Na+].[F:3][C:4]([F:18])([F:17])[C:5]1[CH:10]=[CH:9][CH:8]=[CH:7][C:6]=1[CH:11]([OH:16])[C:12]([F:15])([F:14])[F:13].[NH2:19][C:20]1[N:25]=[C:24](Cl)[CH:23]=[C:22]([Cl:27])[N:21]=1.O. The catalyst is C1COCC1.C(OCC)(=O)C. The product is [Cl:27][C:22]1[CH:23]=[C:24]([O:16][CH:11]([C:6]2[CH:7]=[CH:8][CH:9]=[CH:10][C:5]=2[C:4]([F:17])([F:18])[F:3])[C:12]([F:13])([F:14])[F:15])[N:25]=[C:20]([NH2:19])[N:21]=1. The yield is 0.710. (2) The reactants are [CH3:1][S:2]([CH:5]=[CH2:6])(=[O:4])=[O:3].[Cl:7][C:8]1[CH:17]=[CH:16][C:15]2[CH2:14][NH:13][CH2:12][CH2:11][C:10]=2[N:9]=1. The catalyst is CCO. The product is [Cl:7][C:8]1[CH:17]=[CH:16][C:15]2[CH2:14][N:13]([CH2:6][CH2:5][S:2]([CH3:1])(=[O:4])=[O:3])[CH2:12][CH2:11][C:10]=2[N:9]=1. The yield is 0.900. (3) The reactants are [OH:1][C:2]1[CH:7]=[CH:6][C:5]([C:8]2[C:12]([C:13]([OH:15])=[O:14])=[CH:11][O:10][N:9]=2)=[CH:4][CH:3]=1.[C:16](OC(=O)C)(=[O:18])[CH3:17].C(N(CC)CC)C. The catalyst is ClCCl. The product is [C:16]([O:1][C:2]1[CH:3]=[CH:4][C:5]([C:8]2[C:12]([C:13]([OH:15])=[O:14])=[CH:11][O:10][N:9]=2)=[CH:6][CH:7]=1)(=[O:18])[CH3:17]. The yield is 0.780. (4) The reactants are [OH:1][CH2:2][CH:3]1[CH2:8][CH2:7][NH:6][CH2:5][CH2:4]1.C(=O)([O-])[O-].[K+].[K+].Cl[C:16]([O:18][CH3:19])=[O:17].Cl. The catalyst is O. The product is [CH3:19][O:18][C:16]([N:6]1[CH2:7][CH2:8][CH:3]([CH2:2][OH:1])[CH2:4][CH2:5]1)=[O:17]. The yield is 0.930. (5) The yield is 0.820. The product is [CH3:17][O:18][C:7]1[CH:8]=[C:9]([N+:11]([O-:13])=[O:12])[CH:10]=[C:5]([S:2]([CH3:1])(=[O:4])=[O:3])[CH:6]=1. The catalyst is CO. The reactants are [CH3:1][S:2]([C:5]1[CH:10]=[C:9]([N+:11]([O-:13])=[O:12])[CH:8]=[C:7]([N+]([O-])=O)[CH:6]=1)(=[O:4])=[O:3].[CH3:17][O-:18].[Na+].